Task: Regression. Given two drug SMILES strings and cell line genomic features, predict the synergy score measuring deviation from expected non-interaction effect.. Dataset: NCI-60 drug combinations with 297,098 pairs across 59 cell lines (1) Drug 1: CN(C)N=NC1=C(NC=N1)C(=O)N. Drug 2: CC12CCC3C(C1CCC2O)C(CC4=C3C=CC(=C4)O)CCCCCCCCCS(=O)CCCC(C(F)(F)F)(F)F. Cell line: SF-539. Synergy scores: CSS=5.02, Synergy_ZIP=-1.02, Synergy_Bliss=-0.242, Synergy_Loewe=0.150, Synergy_HSA=0.0355. (2) Drug 1: CC1C(C(CC(O1)OC2CC(CC3=C2C(=C4C(=C3O)C(=O)C5=C(C4=O)C(=CC=C5)OC)O)(C(=O)C)O)N)O.Cl. Drug 2: CC1=C(C=C(C=C1)C(=O)NC2=CC(=CC(=C2)C(F)(F)F)N3C=C(N=C3)C)NC4=NC=CC(=N4)C5=CN=CC=C5. Cell line: EKVX. Synergy scores: CSS=10.7, Synergy_ZIP=7.39, Synergy_Bliss=7.97, Synergy_Loewe=2.60, Synergy_HSA=5.35. (3) Drug 1: C1CC(C1)(C(=O)O)C(=O)O.[NH2-].[NH2-].[Pt+2]. Drug 2: CCCCC(=O)OCC(=O)C1(CC(C2=C(C1)C(=C3C(=C2O)C(=O)C4=C(C3=O)C=CC=C4OC)O)OC5CC(C(C(O5)C)O)NC(=O)C(F)(F)F)O. Cell line: A549. Synergy scores: CSS=38.6, Synergy_ZIP=-6.17, Synergy_Bliss=-7.20, Synergy_Loewe=-16.8, Synergy_HSA=-6.03.